This data is from Full USPTO retrosynthesis dataset with 1.9M reactions from patents (1976-2016). The task is: Predict the reactants needed to synthesize the given product. (1) Given the product [N:1]1([C@H:7]([CH3:37])[C:8]([NH:10][C:11]2[CH:12]=[C:13]([NH:22][C:23]([C:25]3[CH:26]=[CH:27][C:28]([C:31]4[CH:32]=[CH:33][CH:34]=[CH:35][CH:36]=4)=[CH:29][CH:30]=3)=[O:24])[CH:14]=[CH:15][C:16]=2[O:17][C:18]([F:21])([F:19])[F:20])=[O:9])[CH2:6][CH2:5][O:4][CH2:3][CH2:2]1, predict the reactants needed to synthesize it. The reactants are: [N:1]1([CH:7]([CH3:37])[C:8]([NH:10][C:11]2[CH:12]=[C:13]([NH:22][C:23]([C:25]3[CH:30]=[CH:29][C:28]([C:31]4[CH:36]=[CH:35][CH:34]=[CH:33][CH:32]=4)=[CH:27][CH:26]=3)=[O:24])[CH:14]=[CH:15][C:16]=2[O:17][C:18]([F:21])([F:20])[F:19])=[O:9])[CH2:6][CH2:5][O:4][CH2:3][CH2:2]1. (2) Given the product [CH2:1]([O:3][C:4](=[O:15])[C:5]([CH3:14])=[C:6]([Br:16])[C:7]1[CH:12]=[CH:11][CH:10]=[CH:9][C:8]=1[Br:13])[CH3:2], predict the reactants needed to synthesize it. The reactants are: [CH2:1]([O:3][C:4](=[O:15])[C:5]([CH3:14])=[CH:6][C:7]1[CH:12]=[CH:11][CH:10]=[CH:9][C:8]=1[Br:13])[CH3:2].[Br:16]N1C(=O)CCC1=O.C(N(CC)CC)C. (3) Given the product [Cl:1][C:2]1[CH:10]=[CH:9][CH:8]=[C:7]([F:30])[C:3]=1[C:4]([NH:53][C@H:52]([C:54]([OH:56])=[O:55])[CH2:51][C:50]1[CH:58]=[CH:59][C:47]([O:46][CH2:45][CH2:44][C:41]2[CH:42]=[CH:43][C:35]3[O:34][CH2:39][CH2:38][NH:37][C:36]=3[N:40]=2)=[CH:48][CH:49]=1)=[O:6], predict the reactants needed to synthesize it. The reactants are: [Cl:1][C:2]1[CH:10]=[CH:9][C:8](F)=[CH:7][C:3]=1[C:4]([OH:6])=O.CN(C(ON1N=NC2C=CC=CC1=2)=[N+](C)C)C.[B-](F)(F)(F)[F:30].[O:34]1[CH2:39][CH2:38][NH:37][C:36]2[N:40]=[C:41]([CH2:44][CH2:45][O:46][C:47]3[CH:59]=[CH:58][C:50]([CH2:51][C@@H:52]([C:54]([O:56]C)=[O:55])[NH2:53])=[CH:49][CH:48]=3)[CH:42]=[CH:43][C:35]1=2.[Li+].[OH-]. (4) Given the product [OH:38][CH2:35][C:36]#[C:37][C:2]1[CH:7]=[CH:6][C:5]([C:8](=[C:16]2[CH2:17][C:18]([CH3:24])([CH3:25])[CH2:19][C:20]([CH3:22])([CH3:23])[CH2:21]2)[C:9]2[CH:10]=[CH:11][C:12]([OH:15])=[CH:13][CH:14]=2)=[CH:4][CH:3]=1, predict the reactants needed to synthesize it. The reactants are: I[C:2]1[CH:7]=[CH:6][C:5]([C:8](=[C:16]2[CH2:21][C:20]([CH3:23])([CH3:22])[CH2:19][C:18]([CH3:25])([CH3:24])[CH2:17]2)[C:9]2[CH:14]=[CH:13][C:12]([OH:15])=[CH:11][CH:10]=2)=[CH:4][CH:3]=1.C(N(CC)C(C)C)(C)C.[CH2:35]([OH:38])[C:36]#[CH:37].[NH4+].[Cl-]. (5) Given the product [OH:10][C:11]1[C:12]([CH3:31])=[C:13]([CH3:30])[C:14]([NH:18][C:19](=[O:29])[CH:20]([C:23]2[CH:28]=[CH:27][CH:26]=[CH:25][CH:24]=2)[CH2:21][CH3:22])=[N:15][C:16]=1[CH3:17], predict the reactants needed to synthesize it. The reactants are: CO.C([O:10][C:11]1[C:12]([CH3:31])=[C:13]([CH3:30])[C:14]([NH:18][C:19](=[O:29])[CH:20]([C:23]2[CH:28]=[CH:27][CH:26]=[CH:25][CH:24]=2)[CH2:21][CH3:22])=[N:15][C:16]=1[CH3:17])C1C=CC=CC=1. (6) Given the product [F:9][C:10]([F:16])([CH:13]([F:15])[F:14])[CH2:11][O:1][C:2]1[CH:3]=[C:4]([CH3:8])[CH:5]=[CH:6][CH:7]=1, predict the reactants needed to synthesize it. The reactants are: [OH:1][C:2]1[CH:3]=[C:4]([CH3:8])[CH:5]=[CH:6][CH:7]=1.[F:9][C:10]([F:16])([CH:13]([F:15])[F:14])[CH2:11]I.C(=O)([O-])[O-].[K+].[K+].